This data is from Forward reaction prediction with 1.9M reactions from USPTO patents (1976-2016). The task is: Predict the product of the given reaction. (1) Given the reactants [Cl:1][C:2]1[N:3]=[C:4]([N:15]2[CH2:20][CH2:19][O:18][CH2:17][CH2:16]2)[C:5]2[N:11]=[C:10]([C:12]([NH2:14])=[O:13])[CH:9]=[CH:8][C:6]=2[N:7]=1.CO[CH:23](OC)[N:24]([CH3:26])[CH3:25], predict the reaction product. The product is: [Cl:1][C:2]1[N:3]=[C:4]([N:15]2[CH2:16][CH2:17][O:18][CH2:19][CH2:20]2)[C:5]2[N:11]=[C:10]([C:12](/[N:14]=[CH:23]/[N:24]([CH3:26])[CH3:25])=[O:13])[CH:9]=[CH:8][C:6]=2[N:7]=1. (2) The product is: [NH2:16][C:15]([C:17]1[C:26]([O:27][CH2:6][CH2:7][O:9][CH3:10])=[CH:25][C:20]([C:21]([OH:23])=[O:22])=[C:19]([CH3:28])[CH:18]=1)=[O:35]. Given the reactants C(C1C(I)=C[C:6]([C:7]([O:9][CH3:10])=O)=C(C)C=1)#N.[C:15]([C:17]1[C:26]([OH:27])=[CH:25][C:20]([C:21]([O:23]C)=[O:22])=[C:19]([CH3:28])[CH:18]=1)#[N:16].C1([OH:35])C=CC=CC=1.COCCBr, predict the reaction product. (3) Given the reactants CCN(S(F)(F)[F:7])CC.[F:10][C:11]1[CH:16]=[CH:15][C:14]([CH2:17][NH:18][C:19]([C@@H:21]2[C@H:25](O)[CH2:24][CH2:23][N:22]2[C:27]([O:29][C:30]([CH3:33])([CH3:32])[CH3:31])=[O:28])=[O:20])=[CH:13][C:12]=1[C:34]1[CH:39]=[N:38][C:37]([C:40]([F:43])([F:42])[F:41])=[CH:36][N:35]=1, predict the reaction product. The product is: [F:7][C@H:25]1[CH2:24][CH2:23][N:22]([C:27]([O:29][C:30]([CH3:33])([CH3:32])[CH3:31])=[O:28])[C@@H:21]1[C:19](=[O:20])[NH:18][CH2:17][C:14]1[CH:15]=[CH:16][C:11]([F:10])=[C:12]([C:34]2[CH:39]=[N:38][C:37]([C:40]([F:41])([F:43])[F:42])=[CH:36][N:35]=2)[CH:13]=1.